Task: Predict the product of the given reaction.. Dataset: Forward reaction prediction with 1.9M reactions from USPTO patents (1976-2016) (1) Given the reactants [N:1]1([C:7]2[S:8][C:9]3[C:10](=[O:21])[NH:11][CH2:12][CH:13]=[C:14]([Sn](C)(C)C)[C:15]=3[N:16]=2)[CH2:6][CH2:5][O:4][CH2:3][CH2:2]1.[CH3:22][O:23][C:24](=[O:33])[C:25]1[CH:30]=[C:29]([Cl:31])[CH:28]=[CH:27][C:26]=1Br.[F-].[Cs+], predict the reaction product. The product is: [Cl:31][C:29]1[CH:28]=[CH:27][C:26]([C:14]2[C:15]3[N:16]=[C:7]([N:1]4[CH2:6][CH2:5][O:4][CH2:3][CH2:2]4)[S:8][C:9]=3[C:10](=[O:21])[NH:11][CH2:12][CH:13]=2)=[C:25]([CH:30]=1)[C:24]([O:23][CH3:22])=[O:33]. (2) Given the reactants [CH2:1]([NH:3][C:4]1[CH:20]=[CH:19][C:7]([NH:8][C:9](=[O:18])[CH2:10][N:11]2[CH2:16][CH2:15][N:14]([CH3:17])[CH2:13][CH2:12]2)=[CH:6][C:5]=1[N+:21]([O-])=O)[CH3:2].C1(C)C=CC(S([O-])(=O)=O)=CC=1.[CH2:35]([N:42]1[C:46](=[O:47])[C:45](=[C:48]2[N:52]([CH3:53])[C:51]3[CH:54]=[CH:55][CH:56]=[CH:57][C:50]=3[S:49]2)[S:44][CH2+:43]1SC)[C:36]1[CH:41]=[CH:40][CH:39]=[CH:38][CH:37]=1, predict the reaction product. The product is: [CH2:35]([N:42]1[C:46](=[O:47])[C:45](=[C:48]2[N:52]([CH3:53])[C:51]3[CH:54]=[CH:55][CH:56]=[CH:57][C:50]=3[S:49]2)[S:44][C:43]1=[N:21][C:5]1[CH:6]=[C:7]([NH:8][C:9](=[O:18])[CH2:10][N:11]2[CH2:16][CH2:15][N:14]([CH3:17])[CH2:13][CH2:12]2)[CH:19]=[CH:20][C:4]=1[NH:3][CH2:1][CH3:2])[C:36]1[CH:37]=[CH:38][CH:39]=[CH:40][CH:41]=1.